Dataset: Catalyst prediction with 721,799 reactions and 888 catalyst types from USPTO. Task: Predict which catalyst facilitates the given reaction. (1) Reactant: [Br:1][C:2]1[CH:10]=[CH:9][C:8]([C:11]([OH:13])=O)=[C:7]2[C:3]=1[CH:4]=[C:5]([C:14]1[CH2:15][N:16]([C:19]([O:21][C:22]([CH3:25])([CH3:24])[CH3:23])=[O:20])[CH2:17][CH:18]=1)[NH:6]2.C1C[N:29]([P+](ON2N=NC3C=CC=CC2=3)(N2CCCC2)N2CCCC2)CC1.F[P-](F)(F)(F)(F)F.C1C=CC2N(O)N=NC=2C=1.CCN(C(C)C)C(C)C.[NH4+].[Cl-]. Product: [Br:1][C:2]1[CH:10]=[CH:9][C:8]([C:11](=[O:13])[NH2:29])=[C:7]2[C:3]=1[CH:4]=[C:5]([C:14]1[CH2:15][N:16]([C:19]([O:21][C:22]([CH3:24])([CH3:25])[CH3:23])=[O:20])[CH2:17][CH:18]=1)[NH:6]2. The catalyst class is: 3. (2) Reactant: [Cl:1][C:2]1[C:3]2[N:4]([CH:14]=[N:15][C:16]=2[C:17]([F:20])([F:19])[F:18])[C:5]2[C:10]([N:11]=1)=[CH:9][CH:8]=[C:7]([O:12][CH3:13])[N:6]=2.[Br:21]N1C(=O)CCC1=O.S([O-])([O-])=O.[Na+].[Na+]. Product: [Br:21][C:14]1[N:4]2[C:5]3[C:10]([N:11]=[C:2]([Cl:1])[C:3]2=[C:16]([C:17]([F:20])([F:18])[F:19])[N:15]=1)=[CH:9][CH:8]=[C:7]([O:12][CH3:13])[N:6]=3. The catalyst class is: 10. (3) Reactant: [CH:1](NC(C)C)(C)C.C([Li])CCC.CN(P(N(C)C)(N(C)C)=O)C.[CH3:24][C:25]([S@@:28]([NH:30][C@@H:31]([CH:38]([CH3:40])[CH3:39])[C:32]#[C:33][Si:34]([CH3:37])([CH3:36])[CH3:35])=[O:29])([CH3:27])[CH3:26].IC. Product: [CH3:1][N:30]([C@@H:31]([CH:38]([CH3:40])[CH3:39])[C:32]#[C:33][Si:34]([CH3:37])([CH3:35])[CH3:36])[S@:28]([C:25]([CH3:24])([CH3:26])[CH3:27])=[O:29]. The catalyst class is: 1. (4) Product: [CH3:16][O:17][C:18](=[O:30])[CH2:19][C@@H:20]1[C:28]2[C:23](=[CH:24][CH:25]=[CH:26][CH:27]=2)[CH2:22][C@H:21]1[NH:29][C:12]([C:6]1[NH:7][C:8]2[C:4]([CH:5]=1)=[CH:3][C:2]([Cl:1])=[CH:10][C:9]=2[F:11])=[O:14]. Reactant: [Cl:1][C:2]1[CH:3]=[C:4]2[C:8](=[C:9]([F:11])[CH:10]=1)[NH:7][C:6]([C:12]([OH:14])=O)=[CH:5]2.Cl.[CH3:16][O:17][C:18](=[O:30])[CH2:19][C@@H:20]1[C:28]2[C:23](=[CH:24][CH:25]=[CH:26][CH:27]=2)[CH2:22][C@H:21]1[NH2:29].CCN(C(C)C)C(C)C.C1C=CC2N(O)N=NC=2C=1.CCN=C=NCCCN(C)C. The catalyst class is: 39. (5) Reactant: [Cl:1][C:2]1[CH:3]=[C:4]([CH2:42][C:43]([O:45]C)=[O:44])[CH:5]=[CH:6][C:7]=1[O:8][C:9]1[CH:29]=[CH:28][C:12]2[N:13](S(C3C=CC(Cl)=CC=3Cl)(=O)=O)[C:14]([CH3:16])=[N:15][C:11]=2[C:10]=1[NH:30][S:31]([C:34]1[CH:39]=[CH:38][C:37]([Cl:40])=[CH:36][C:35]=1[Cl:41])(=[O:33])=[O:32].[Li+].[OH-].Cl. Product: [Cl:1][C:2]1[CH:3]=[C:4]([CH2:42][C:43]([OH:45])=[O:44])[CH:5]=[CH:6][C:7]=1[O:8][C:9]1[CH:29]=[CH:28][C:12]2[NH:13][C:14]([CH3:16])=[N:15][C:11]=2[C:10]=1[NH:30][S:31]([C:34]1[CH:39]=[CH:38][C:37]([Cl:40])=[CH:36][C:35]=1[Cl:41])(=[O:32])=[O:33]. The catalyst class is: 30.